Dataset: Reaction yield outcomes from USPTO patents with 853,638 reactions. Task: Predict the reaction yield, written as a fraction of the theoretical maximum amount of product (1.0 means a 100% yield; for example, 0.34 means a 34% yield). The reactants are [CH3:1][O:2][C:3](=[O:25])[CH2:4][C:5]1(O)[C:14]2[C:9](=[CH:10][C:11]([S:15]([C:18]3[CH:23]=[CH:22][CH:21]=[CH:20][CH:19]=3)(=[O:17])=[O:16])=[CH:12][CH:13]=2)[CH2:8][CH2:7][CH2:6]1.C1(C)C=CC(S(O)(=O)=O)=CC=1.CCOC(C)=O. The catalyst is C1C=CC=CC=1. The product is [CH3:1][O:2][C:3](=[O:25])[CH:4]=[C:5]1[C:14]2[C:9](=[CH:10][C:11]([S:15]([C:18]3[CH:19]=[CH:20][CH:21]=[CH:22][CH:23]=3)(=[O:16])=[O:17])=[CH:12][CH:13]=2)[CH2:8][CH2:7][CH2:6]1. The yield is 0.812.